From a dataset of Full USPTO retrosynthesis dataset with 1.9M reactions from patents (1976-2016). Predict the reactants needed to synthesize the given product. (1) Given the product [NH2:31][C:2]1[CH:27]=[CH:26][C:5]([C:6]([NH:8][C:9]2[S:13][C:12]([NH:14][C:15]3[CH:20]=[CH:19][C:18]([O:21][CH3:22])=[CH:17][CH:16]=3)=[N:11][C:10]=2[C:23]([NH2:25])=[O:24])=[O:7])=[CH:4][C:3]=1[N+:28]([O-:30])=[O:29], predict the reactants needed to synthesize it. The reactants are: F[C:2]1[CH:27]=[CH:26][C:5]([C:6]([NH:8][C:9]2[S:13][C:12]([NH:14][C:15]3[CH:20]=[CH:19][C:18]([O:21][CH3:22])=[CH:17][CH:16]=3)=[N:11][C:10]=2[C:23]([NH2:25])=[O:24])=[O:7])=[CH:4][C:3]=1[N+:28]([O-:30])=[O:29].[NH3:31]. (2) Given the product [Cl:1][C:2]1[C:7]([Cl:8])=[CH:6][CH:5]=[CH:4][C:3]=1[CH2:9][CH:10]([C:23](=[O:24])[C:22]([F:29])([F:28])[F:21])[C:11]#[N:12], predict the reactants needed to synthesize it. The reactants are: [Cl:1][C:2]1[C:7]([Cl:8])=[CH:6][CH:5]=[CH:4][C:3]=1[CH2:9][CH2:10][C:11]#[N:12].[Li+].CC([N-]C(C)C)C.[F:21][C:22]([F:29])([F:28])[C:23](OCC)=[O:24]. (3) Given the product [N:21]12[CH2:22][CH2:23][CH:24]([CH2:25][CH2:26]1)[CH:19]([NH:18][C:16]([C:15]1[CH:14]=[C:13]([NH:12][C:2]3[N:10]=[CH:9][C:8]([F:11])=[CH:7][C:3]=3[C:4]([OH:6])=[O:5])[CH:29]=[CH:28][CH:27]=1)=[O:17])[CH2:20]2, predict the reactants needed to synthesize it. The reactants are: Cl[C:2]1[N:10]=[CH:9][C:8]([F:11])=[CH:7][C:3]=1[C:4]([OH:6])=[O:5].[NH2:12][C:13]1[CH:14]=[C:15]([CH:27]=[CH:28][CH:29]=1)[C:16]([NH:18][CH:19]1[CH:24]2[CH2:25][CH2:26][N:21]([CH2:22][CH2:23]2)[CH2:20]1)=[O:17].